From a dataset of Forward reaction prediction with 1.9M reactions from USPTO patents (1976-2016). Predict the product of the given reaction. (1) Given the reactants Cl[C:2]1[N:3]=[CH:4][C:5]2[N:11]([CH3:12])[C:10](=[O:13])[C:9]([F:15])([F:14])[CH2:8][N:7]([CH:16]3[CH2:21][CH2:20][CH2:19][CH2:18][CH2:17]3)[C:6]=2[N:22]=1.O.C1(C)C(S(O)(=O)=O)=CC=CC=1.[NH2:35][C:36]1[CH:49]=[CH:48][C:39]([C:40]([NH:42][CH2:43][CH2:44][N:45]([CH3:47])[CH3:46])=[O:41])=[CH:38][CH:37]=1, predict the reaction product. The product is: [CH:16]1([N:7]2[CH2:8][C:9]([F:15])([F:14])[C:10](=[O:13])[N:11]([CH3:12])[C:5]3[CH:4]=[N:3][C:2]([NH:35][C:36]4[CH:49]=[CH:48][C:39]([C:40]([NH:42][CH2:43][CH2:44][N:45]([CH3:46])[CH3:47])=[O:41])=[CH:38][CH:37]=4)=[N:22][C:6]2=3)[CH2:21][CH2:20][CH2:19][CH2:18][CH2:17]1. (2) Given the reactants [F:1][C:2]1[CH:7]=[C:6]([I:8])[CH:5]=[CH:4][C:3]=1[NH:9][C:10]1[CH:19]=[N:18][CH:17]=[CH:16][C:11]=1[C:12]([NH:14][NH2:15])=[O:13].C(Cl)Cl.IC.[CH2:25]([OH:27])[CH3:26], predict the reaction product. The product is: [F:1][C:2]1[CH:7]=[C:6]([I:8])[CH:5]=[CH:4][C:3]=1[NH:9][C:10]1[CH:19]=[N:18][CH:17]=[CH:16][C:11]=1[C:12]1[O:13][C:17]([NH:18][CH2:19][CH2:10][N:9]2[CH2:3][CH2:2][O:27][CH2:25][CH2:26]2)=[N:15][N:14]=1. (3) Given the reactants [NH2:1][C:2]1[CH:3]=[C:4]([CH2:8][C:9]([OH:11])=[O:10])[CH:5]=[CH:6][CH:7]=1.[CH:12](=O)/[CH:13]=[CH:14]/[CH3:15].[OH-].[Na+].[C:19](=O)(O)[O-].[Na+], predict the reaction product. The product is: [CH3:12][C:13]1[CH:14]=[CH:15][C:7]2[C:2](=[CH:3][C:4]([CH2:8][C:9]([O:11][CH3:19])=[O:10])=[CH:5][CH:6]=2)[N:1]=1. (4) Given the reactants C(ON=O)(C)(C)C.N[C:9]1[C:21]2[C:12](=[N:13][C:14]3[CH2:15][CH2:16][CH:17]([C:22]([CH3:25])([CH3:24])[CH3:23])[CH2:18][C:19]=3[CH:20]=2)[S:11][C:10]=1[C:26]#[N:27].O, predict the reaction product. The product is: [C:22]([CH:17]1[CH2:16][CH2:15][C:14]2[N:13]=[C:12]3[S:11][C:10]([C:26]#[N:27])=[CH:9][C:21]3=[CH:20][C:19]=2[CH2:18]1)([CH3:25])([CH3:23])[CH3:24]. (5) Given the reactants [C:1]1([S:7]([N:10]2[C:14]3[N:15]=[CH:16][N:17]=[C:18](Cl)[C:13]=3[C:12]([Br:20])=[CH:11]2)(=[O:9])=[O:8])[CH:6]=[CH:5][CH:4]=[CH:3][CH:2]=1.[NH:21]1[CH2:26][CH2:25][CH2:24][CH2:23][CH2:22]1, predict the reaction product. The product is: [C:1]1([S:7]([N:10]2[C:14]3[N:15]=[CH:16][N:17]=[C:18]([N:21]4[CH2:26][CH2:25][CH2:24][CH2:23][CH2:22]4)[C:13]=3[C:12]([Br:20])=[CH:11]2)(=[O:9])=[O:8])[CH:6]=[CH:5][CH:4]=[CH:3][CH:2]=1.